From a dataset of Catalyst prediction with 721,799 reactions and 888 catalyst types from USPTO. Predict which catalyst facilitates the given reaction. (1) Product: [CH3:12][O:11][C:25]1[CH:24]=[CH:23][CH:22]=[CH:21][C:20]=1[C:18](=[O:19])[CH2:17][C:2](=[O:4])[C:1]([OH:8])=[O:7]. Reactant: [C:1]([O:8]CC)(=[O:7])[C:2]([O:4]CC)=O.[O-:11][CH2:12]C.[Na+].CO[CH2:17][C:18]([C:20]1[CH:25]=[CH:24][CH:23]=[CH:22][CH:21]=1)=[O:19]. The catalyst class is: 8. (2) Reactant: [CH3:1][O:2][C:3](=[O:38])[CH2:4][C:5]1[CH:6]=[C:7]([C:13]2[CH:18]=[CH:17][C:16]([C:19]([F:22])([F:21])[F:20])=[CH:15][C:14]=2[CH2:23][N:24]2[C:28](=[O:29])[C:27]([CH3:36])([C:30]3[CH:35]=[CH:34][CH:33]=[CH:32][CH:31]=3)[NH:26][C:25]2=[O:37])[C:8]([O:11][CH3:12])=[CH:9][CH:10]=1.[H-].[Na+].Br[CH2:42][C:43]([O:45][CH3:46])=[O:44].Cl. Product: [CH3:1][O:2][C:3](=[O:38])[CH2:4][C:5]1[CH:6]=[C:7]([C:13]2[CH:18]=[CH:17][C:16]([C:19]([F:21])([F:22])[F:20])=[CH:15][C:14]=2[CH2:23][N:24]2[C:28](=[O:29])[C:27]([CH3:36])([C:30]3[CH:35]=[CH:34][CH:33]=[CH:32][CH:31]=3)[N:26]([CH2:42][C:43]([O:45][CH3:46])=[O:44])[C:25]2=[O:37])[C:8]([O:11][CH3:12])=[CH:9][CH:10]=1. The catalyst class is: 735. (3) Reactant: [P:1]([O:19][C:20]1[CH:25]=[C:24]([OH:26])[C:23]([C:27]2[N:31]([C:32]3[CH:33]=[C:34]4[C:38](=[CH:39][CH:40]=3)[CH2:37][CH2:36][CH2:35]4)[C:30]([OH:41])=[N:29][N:28]=2)=[CH:22][C:21]=1[CH:42]([CH3:44])[CH3:43])([O:11]CC1C=CC=CC=1)([O:3]CC1C=CC=CC=1)=[O:2]. Product: [P:1]([OH:3])([OH:11])([O:19][C:20]1[CH:25]=[C:24]([OH:26])[C:23]([C:27]2[N:31]([C:32]3[CH:33]=[C:34]4[C:38](=[CH:39][CH:40]=3)[CH2:37][CH2:36][CH2:35]4)[C:30]([OH:41])=[N:29][N:28]=2)=[CH:22][C:21]=1[CH:42]([CH3:43])[CH3:44])=[O:2]. The catalyst class is: 63.